This data is from Full USPTO retrosynthesis dataset with 1.9M reactions from patents (1976-2016). The task is: Predict the reactants needed to synthesize the given product. (1) Given the product [Cl:22][C:20]1[CH:19]=[C:18]([S:23][CH3:24])[CH:17]=[C:16]([Cl:15])[C:21]=1[C:25]([OH:27])=[O:26], predict the reactants needed to synthesize it. The reactants are: C(N(C(C)C)CC)(C)C.[Li]CCCC.[Cl:15][C:16]1[CH:17]=[C:18]([S:23][CH3:24])[CH:19]=[C:20]([Cl:22])[CH:21]=1.[C:25](=[O:27])=[O:26].Cl. (2) Given the product [CH2:31]([O:30][NH:7][CH2:8][C@@H:9]([C:14]([N:16]1[CH2:17][CH2:18][N:19]([C:22]2[CH:27]=[CH:26][C:25]([O:28][CH3:29])=[CH:24][CH:23]=2)[CH2:20][CH2:21]1)=[O:15])[CH2:10][CH:11]([CH3:13])[CH3:12])[C:32]1[CH:33]=[CH:34][CH:35]=[CH:36][CH:37]=1, predict the reactants needed to synthesize it. The reactants are: C(OC(=O)[N:7]([O:30][CH2:31][C:32]1[CH:37]=[CH:36][CH:35]=[CH:34][CH:33]=1)[CH2:8][C@@H:9]([C:14]([N:16]1[CH2:21][CH2:20][N:19]([C:22]2[CH:27]=[CH:26][C:25]([O:28][CH3:29])=[CH:24][CH:23]=2)[CH2:18][CH2:17]1)=[O:15])[CH2:10][CH:11]([CH3:13])[CH3:12])(C)(C)C.Cl.O1CCOCC1. (3) Given the product [CH2:21]([O:23][C:24]([CH:26]1[CH2:34][C:33]2[C:28](=[CH:29][CH:30]=[C:31]([C:2]3[CH:3]=[C:4]([NH:10][CH2:11][CH2:12][C:13]4[CH:18]=[CH:17][C:16]([Cl:19])=[CH:15][C:14]=4[Cl:20])[N:5]=[C:6]([O:8][CH3:9])[N:7]=3)[CH:32]=2)[N:27]1[CH3:44])=[O:25])[CH3:22], predict the reactants needed to synthesize it. The reactants are: Cl[C:2]1[N:7]=[C:6]([O:8][CH3:9])[N:5]=[C:4]([NH:10][CH2:11][CH2:12][C:13]2[CH:18]=[CH:17][C:16]([Cl:19])=[CH:15][C:14]=2[Cl:20])[CH:3]=1.[CH2:21]([O:23][C:24]([CH:26]1[CH2:34][C:33]2[C:28](=[CH:29][CH:30]=[C:31](B3OC(C)(C)C(C)(C)O3)[CH:32]=2)[N:27]1[CH3:44])=[O:25])[CH3:22].C([O-])([O-])=O.[Cs+].[Cs+]. (4) Given the product [N:16]1([CH2:22][CH2:23][O:24][C:25]2[C:34]3[C:29](=[CH:30][CH:31]=[CH:32][CH:33]=3)[C:28]([NH:35][C:10](=[O:12])[C:9]3[CH:13]=[CH:14][CH:15]=[C:7]([C:3]4[CH:2]=[N:1][CH:6]=[CH:5][CH:4]=4)[CH:8]=3)=[CH:27][CH:26]=2)[CH2:21][CH2:20][O:19][CH2:18][CH2:17]1, predict the reactants needed to synthesize it. The reactants are: [N:1]1[CH:6]=[CH:5][CH:4]=[C:3]([C:7]2[CH:8]=[C:9]([CH:13]=[CH:14][CH:15]=2)[C:10]([OH:12])=O)[CH:2]=1.[N:16]1([CH2:22][CH2:23][O:24][C:25]2[C:34]3[C:29](=[CH:30][CH:31]=[CH:32][CH:33]=3)[C:28]([NH2:35])=[CH:27][CH:26]=2)[CH2:21][CH2:20][O:19][CH2:18][CH2:17]1. (5) Given the product [OH:18][NH:17][C:5](=[O:6])[C:4]1[CH:9]=[C:10]([N+:13]([O-:15])=[O:14])[CH:11]=[CH:12][C:3]=1[O:2][CH3:1], predict the reactants needed to synthesize it. The reactants are: [CH3:1][O:2][C:3]1[CH:12]=[CH:11][C:10]([N+:13]([O-:15])=[O:14])=[CH:9][C:4]=1[C:5](OC)=[O:6].Cl.[NH2:17][OH:18].[OH-].[K+]. (6) Given the product [CH3:2][C:1]1[O:3][C:20]([C:19]2[CH:24]=[CH:25][C:26]([O:28][CH2:29][C:30]3[CH:39]=[CH:38][C:37]4[C:32](=[CH:33][CH:34]=[CH:35][CH:36]=4)[N:31]=3)=[CH:27][C:18]=2[C:11]2([C:5]3[CH:10]=[CH:9][CH:8]=[CH:7][CH:6]=3)[CH2:16][CH:15]3[CH2:17][CH:12]2[CH2:13][CH2:14]3)=[N:22][N:23]=1, predict the reactants needed to synthesize it. The reactants are: [C:1](Cl)(=[O:3])[CH3:2].[C:5]1([C:11]2([C:18]3[CH:27]=[C:26]([O:28][CH2:29][C:30]4[CH:39]=[CH:38][C:37]5[C:32](=[CH:33][CH:34]=[CH:35][CH:36]=5)[N:31]=4)[CH:25]=[CH:24][C:19]=3[C:20]([NH:22][NH2:23])=O)[CH2:16][CH:15]3[CH2:17][CH:12]2[CH2:13][CH2:14]3)[CH:10]=[CH:9][CH:8]=[CH:7][CH:6]=1.C(N(CC)CC)C.C(=O)(O)[O-].[Na+]. (7) Given the product [CH3:1][C:2]([N:10]1[CH:14]=[C:13]([NH:15][C:16](=[O:22])[CH:17]([NH:21][CH:31]2[CH2:30][CH2:29][C:28]3[C:33](=[CH:34][CH:35]=[C:26]([CH:23]([CH3:25])[CH3:24])[CH:27]=3)[CH2:32]2)[CH2:18][CH2:19][CH3:20])[N:12]=[CH:11]1)([CH3:9])[CH2:3][N:4]1[CH2:8][CH2:7][CH2:6][CH2:5]1, predict the reactants needed to synthesize it. The reactants are: [CH3:1][C:2]([N:10]1[CH:14]=[C:13]([NH:15][C:16](=[O:22])[CH:17]([NH2:21])[CH2:18][CH2:19][CH3:20])[N:12]=[CH:11]1)([CH3:9])[CH2:3][N:4]1[CH2:8][CH2:7][CH2:6][CH2:5]1.[CH:23]([C:26]1[CH:27]=[C:28]2[C:33](=[CH:34][CH:35]=1)[CH2:32][C:31](=O)[CH2:30][CH2:29]2)([CH3:25])[CH3:24]. (8) Given the product [O:7]=[C:8]1[CH2:9][CH2:10][CH:1]([C:2]([Cl:4])=[O:3])[CH2:12]1, predict the reactants needed to synthesize it. The reactants are: [C:1](Cl)(=O)[C:2]([Cl:4])=[O:3].[O:7]=[C:8]1[CH2:12]C[CH:10](C(O)=O)[CH2:9]1.